From a dataset of Reaction yield outcomes from USPTO patents with 853,638 reactions. Predict the reaction yield, written as a fraction of the theoretical maximum amount of product (1.0 means a 100% yield; for example, 0.34 means a 34% yield). (1) The reactants are [N+:1]([CH3:4])([O-:3])=[O:2].[SH-:5].[C+4:6].[SH-:7].[SH-].[SH-].[OH-].[K+:11]. The catalyst is C(O)C. The product is [N+:1]([CH:4]=[C:6]([S-:7])[S-:5])([O-:3])=[O:2].[K+:11].[K+:11]. The yield is 0.720. (2) The yield is 0.340. The catalyst is C1COCC1.C(OCC)(=O)C. The reactants are [Br:1][C:2]1[CH:16]=[C:15](/[CH:17]=[CH:18]/[CH:19]([C:24]2[CH:29]=[C:28]([Cl:30])[C:27]([Cl:31])=[C:26]([Cl:32])[CH:25]=2)[C:20]([F:23])([F:22])[F:21])[CH:14]=[CH:13][C:3]=1[C:4]([NH:6][CH:7]1[CH2:12][CH2:11][NH:10][CH2:9][CH2:8]1)=[O:5].Cl[CH2:34][CH2:35][OH:36]. The product is [Br:1][C:2]1[CH:16]=[C:15](/[CH:17]=[CH:18]/[CH:19]([C:24]2[CH:25]=[C:26]([Cl:32])[C:27]([Cl:31])=[C:28]([Cl:30])[CH:29]=2)[C:20]([F:23])([F:21])[F:22])[CH:14]=[CH:13][C:3]=1[C:4]([NH:6][CH:7]1[CH2:12][CH2:11][N:10]([CH2:34][CH2:35][OH:36])[CH2:9][CH2:8]1)=[O:5]. (3) The yield is 0.641. The reactants are [CH2:1]([N:5]([CH2:22][CH2:23][CH2:24][CH3:25])[C:6]1[CH:11]=[CH:10][C:9]([CH:12]=[CH:13][C:14]2[CH:21]=[CH:20][C:17]([CH2:18][OH:19])=[CH:16][CH:15]=2)=[CH:8][CH:7]=1)[CH2:2][CH2:3][CH3:4]. The catalyst is ClCCl.[O-2].[O-2].[Mn+4]. The product is [CH2:22]([N:5]([CH2:1][CH2:2][CH2:3][CH3:4])[C:6]1[CH:11]=[CH:10][C:9]([CH:12]=[CH:13][C:14]2[CH:21]=[CH:20][C:17]([CH:18]=[O:19])=[CH:16][CH:15]=2)=[CH:8][CH:7]=1)[CH2:23][CH2:24][CH3:25]. (4) The reactants are [ClH:1].[F:2][CH:3]1[CH:8]([NH:9][C:10]2[CH:15]=[CH:14][C:13]([N+:16]([O-:18])=[O:17])=[CH:12][CH:11]=2)[CH2:7][CH2:6][N:5](C(OC(C)(C)C)=O)[CH2:4]1. The catalyst is CO. The product is [ClH:1].[F:2][CH:3]1[CH:8]([NH:9][C:10]2[CH:11]=[CH:12][C:13]([N+:16]([O-:18])=[O:17])=[CH:14][CH:15]=2)[CH2:7][CH2:6][NH:5][CH2:4]1. The yield is 1.00. (5) The reactants are [C:1]([O:9][CH2:10][C@@H:11]1[C@@H:15]([O:16][C:17](=[O:24])[C:18]2[CH:23]=[CH:22][CH:21]=[CH:20][CH:19]=2)[C@:14]([F:26])([CH3:25])[C:13](=[O:27])[O:12]1)(=[O:8])[C:2]1[CH:7]=[CH:6][CH:5]=[CH:4][CH:3]=1.[H-].C(O[Al](OC(C)(C)C)OC(C)(C)C)(C)(C)C.[Li+]. No catalyst specified. The product is [C:1]([O:9][CH2:10][C@@H:11]1[C@@H:15]([O:16][C:17](=[O:24])[C:18]2[CH:19]=[CH:20][CH:21]=[CH:22][CH:23]=2)[C@:14]([F:26])([CH3:25])[CH:13]([OH:27])[O:12]1)(=[O:8])[C:2]1[CH:7]=[CH:6][CH:5]=[CH:4][CH:3]=1. The yield is 0.995. (6) The reactants are [C:1]([O:5][C:6]([C@@H:8]([N:13]1[CH2:17][CH2:16][N:15]([CH2:18][C:19]2[N:24]=[C:23]([C:25]([O:27]C)=O)[CH:22]=[CH:21][CH:20]=2)[C:14]1=[O:29])[C:9]([CH3:12])([CH3:11])[CH3:10])=[O:7])([CH3:4])([CH3:3])[CH3:2].[CH3:30][Mg]Br. The catalyst is O1CCCC1.C(OCCCC)CCC. The product is [C:25]([C:23]1[N:24]=[C:19]([CH2:18][N:15]2[CH2:16][CH2:17][N:13]([C@@H:8]([C:9]([CH3:10])([CH3:12])[CH3:11])[C:6]([O:5][C:1]([CH3:2])([CH3:4])[CH3:3])=[O:7])[C:14]2=[O:29])[CH:20]=[CH:21][CH:22]=1)(=[O:27])[CH3:30]. The yield is 0.850.